This data is from Reaction yield outcomes from USPTO patents with 853,638 reactions. The task is: Predict the reaction yield, written as a fraction of the theoretical maximum amount of product (1.0 means a 100% yield; for example, 0.34 means a 34% yield). (1) The reactants are CO.[C:3]([O:6][CH2:7][C:8]1[C:16]2[C:11](=[CH:12][C:13]([F:17])=[CH:14][CH:15]=2)[N:10](C(OC(C)(C)C)=O)[CH:9]=1)(=O)C.C[O-].[Na+]. The catalyst is C(OCC)(=O)C. The product is [F:17][C:13]1[CH:12]=[C:11]2[C:16]([C:8]([CH2:7][O:6][CH3:3])=[CH:9][NH:10]2)=[CH:15][CH:14]=1. The yield is 0.825. (2) The reactants are [CH3:1][N:2]1[CH:6]=[C:5]([C:7]2[C:15]3[C:10](=[N:11][CH:12]=[C:13](B4OC(C)(C)C(C)(C)O4)[CH:14]=3)[N:9]([CH2:25][O:26][CH2:27][CH2:28][Si:29]([CH3:32])([CH3:31])[CH3:30])[CH:8]=2)[CH:4]=[N:3]1.C(O)(=[O:35])C.OO. The catalyst is O. The product is [CH3:1][N:2]1[CH:6]=[C:5]([C:7]2[C:15]3[C:10](=[N:11][CH:12]=[C:13]([OH:35])[CH:14]=3)[N:9]([CH2:25][O:26][CH2:27][CH2:28][Si:29]([CH3:31])([CH3:30])[CH3:32])[CH:8]=2)[CH:4]=[N:3]1. The yield is 0.960. (3) The catalyst is C1(C)C=CC=CC=1. The yield is 0.870. The product is [Cl:31][C:22]1[CH:21]=[N:20][C:19]2[NH:18][C:4]3[C:5](=[O:17])[N:6]([CH2:8][C:9]4[CH:14]=[CH:13][C:12]([O:15][CH3:16])=[CH:11][CH:10]=4)[CH:7]=[C:26]([Si:27]([CH3:30])([CH3:29])[CH3:28])[C:25]=3[C:24]=2[CH:23]=1. The reactants are ClC1N=[C:4]([NH:18][C:19]2[C:24]([C:25]#[C:26][Si:27]([CH3:30])([CH3:29])[CH3:28])=[CH:23][C:22]([Cl:31])=[CH:21][N:20]=2)[C:5](=[O:17])[N:6]([CH2:8][C:9]2[CH:14]=[CH:13][C:12]([O:15][CH3:16])=[CH:11][CH:10]=2)[CH:7]=1.CCN(C(C)C)C(C)C.